Dataset: Forward reaction prediction with 1.9M reactions from USPTO patents (1976-2016). Task: Predict the product of the given reaction. (1) Given the reactants B(Br)(Br)Br.[C:5]1([C:30]2[CH:35]=[CH:34][CH:33]=[CH:32][CH:31]=2)[CH:10]=[CH:9][C:8]([O:11][CH2:12][CH2:13][CH2:14][O:15][C:16]2[CH:21]=[CH:20][C:19]([CH2:22][CH:23]([O:27]C)[C:24]([OH:26])=[O:25])=[C:18]([Cl:29])[CH:17]=2)=[CH:7][CH:6]=1, predict the reaction product. The product is: [C:5]1([C:30]2[CH:35]=[CH:34][CH:33]=[CH:32][CH:31]=2)[CH:10]=[CH:9][C:8]([O:11][CH2:12][CH2:13][CH2:14][O:15][C:16]2[CH:21]=[CH:20][C:19]([CH2:22][CH:23]([OH:27])[C:24]([OH:26])=[O:25])=[C:18]([Cl:29])[CH:17]=2)=[CH:7][CH:6]=1. (2) The product is: [Cl:27][C:24]1[CH:25]=[CH:26][C:21]([C@H:6]2[C@H:5]([OH:4])[C@@H:12]([OH:13])[C@H:11]([OH:17])[C:8]3([CH2:10][CH2:9]3)[O:7]2)=[CH:22][C:23]=1[CH2:28][C:29]1[CH:30]=[CH:31][C:32]2[O:37][CH2:36][CH2:35][NH:34][C:33]=2[CH:38]=1. Given the reactants C([O:4][C@@H:5]1[C@@H:12]([O:13]C(=O)C)[C@H:11]([O:17]C(=O)C)[C:8]2([CH2:10][CH2:9]2)[O:7][C@H:6]1[C:21]1[CH:26]=[CH:25][C:24]([Cl:27])=[C:23]([CH2:28][C:29]2[CH:30]=[CH:31][C:32]3[O:37][CH2:36][CH2:35][NH:34][C:33]=3[CH:38]=2)[CH:22]=1)(=O)C.C[O-].[Na+], predict the reaction product. (3) Given the reactants [C:1](Cl)([C:14]1[CH:19]=[CH:18][CH:17]=[CH:16][CH:15]=1)([C:8]1[CH:13]=[CH:12][CH:11]=[CH:10][CH:9]=1)[C:2]1[CH:7]=[CH:6][CH:5]=[CH:4][CH:3]=1.Cl.[OH:22][CH2:23][C:24]1[N:25]=[CH:26][NH:27][CH:28]=1.C(N(CC)CC)C, predict the reaction product. The product is: [C:1]([N:27]1[CH:28]=[C:24]([CH2:23][OH:22])[N:25]=[CH:26]1)([C:14]1[CH:19]=[CH:18][CH:17]=[CH:16][CH:15]=1)([C:8]1[CH:13]=[CH:12][CH:11]=[CH:10][CH:9]=1)[C:2]1[CH:7]=[CH:6][CH:5]=[CH:4][CH:3]=1. (4) Given the reactants [F:1][C:2]1[CH:7]=[CH:6][C:5]([C:8]#[CH:9])=[CH:4][CH:3]=1.C(N(CC)CC)C.[Cl:17][C:18]1[CH:19]=[C:20](OS(C(F)(F)F)(=O)=O)[CH:21]=[N:22][CH:23]=1.C(OCC)(=O)C, predict the reaction product. The product is: [Cl:17][C:18]1[CH:23]=[N:22][CH:21]=[C:20]([C:9]#[C:8][C:5]2[CH:6]=[CH:7][C:2]([F:1])=[CH:3][CH:4]=2)[CH:19]=1. (5) Given the reactants C1(C(O)=[O:8])C(=C)C=CC=1.C1C2[C:15]([N+]([O-])=O)([C:20]([OH:22])=[O:21])[CH:16]([C:17]([OH:19])=[O:18])C1C=C2.C(N([CH2:42][C:43]([OH:45])=[O:44])[CH2:42][C:43]([OH:45])=[O:44])CN([CH2:42][C:43]([OH:45])=[O:44])[CH2:42][C:43]([OH:45])=[O:44].C1C=C(C(NCCNC(C(O)=O)C2C(O)=CC=CC=2)C(O)=O)C(O)=CC=1.C(N(CC(O)=O)CCO)CN(CC(O)=O)CC(O)=O.C1CC(N(CC(O)=O)CC(O)=O)C(N(CC(O)=O)CC(O)=O)CC1, predict the reaction product. The product is: [C:20]([OH:22])(=[O:21])[CH2:15][C:16]([CH2:42][C:43]([OH:45])=[O:44])([C:17]([OH:19])=[O:18])[OH:8].